Dataset: Catalyst prediction with 721,799 reactions and 888 catalyst types from USPTO. Task: Predict which catalyst facilitates the given reaction. (1) Reactant: [F:1][C:2]([F:34])([F:33])[C:3]1[CH:4]=[CH:5][C:6]([O:9][C:10]2[CH:11]=[C:12]([CH:16]3[CH2:20][C:19]4([CH2:25][CH2:24][N:23](C(OC(C)(C)C)=O)[CH2:22][CH2:21]4)[O:18][CH2:17]3)[CH:13]=[CH:14][CH:15]=2)=[N:7][CH:8]=1.[ClH:35].O1CCOCC1. Product: [ClH:35].[F:34][C:2]([F:1])([F:33])[C:3]1[CH:4]=[CH:5][C:6]([O:9][C:10]2[CH:11]=[C:12]([CH:16]3[CH2:20][C:19]4([CH2:21][CH2:22][NH:23][CH2:24][CH2:25]4)[O:18][CH2:17]3)[CH:13]=[CH:14][CH:15]=2)=[N:7][CH:8]=1. The catalyst class is: 2. (2) Reactant: [H-].[Na+].[CH2:3]([OH:8])[C:4]#[C:5][CH2:6][OH:7].[Si:9](Cl)([C:12]([CH3:15])([CH3:14])[CH3:13])([CH3:11])[CH3:10].O. Product: [Si:9]([O:7][CH2:6][C:5]#[C:4][CH2:3][OH:8])([C:12]([CH3:15])([CH3:14])[CH3:13])([CH3:11])[CH3:10]. The catalyst class is: 7. (3) Reactant: [Br:1][C:2]1[CH:7]=[CH:6][C:5]([C:8]2[C:13]([C:14]([NH:16][CH3:17])=[O:15])=[C:12]([CH3:18])[N:11]=[CH:10][CH:9]=2)=[C:4](F)[C:3]=1[F:20].[H-].[Na+]. Product: [Br:1][C:2]1[CH:7]=[CH:6][C:5]2[C:8]3[C:13](=[C:12]([CH3:18])[N:11]=[CH:10][CH:9]=3)[C:14](=[O:15])[N:16]([CH3:17])[C:4]=2[C:3]=1[F:20]. The catalyst class is: 30.